Task: Predict the product of the given reaction.. Dataset: Forward reaction prediction with 1.9M reactions from USPTO patents (1976-2016) (1) Given the reactants ClB(Cl)Cl.[CH:5]([C:9]1[C:28]([O:29]C(C)C)=[CH:27][C:12]2[C:13]([C:23]([NH:25][CH3:26])=[O:24])=[C:14]([C:16]3[CH:21]=[CH:20][C:19]([F:22])=[CH:18][CH:17]=3)[O:15][C:11]=2[CH:10]=1)([CH2:7][CH3:8])[CH3:6], predict the reaction product. The product is: [CH:5]([C:9]1[C:28]([OH:29])=[CH:27][C:12]2[C:13]([C:23]([NH:25][CH3:26])=[O:24])=[C:14]([C:16]3[CH:17]=[CH:18][C:19]([F:22])=[CH:20][CH:21]=3)[O:15][C:11]=2[CH:10]=1)([CH2:7][CH3:8])[CH3:6]. (2) Given the reactants [S:1]1[CH:5]=[CH:4][C:3](B(O)O)=[CH:2]1.[N:9]1([CH2:14][CH:15]2[CH2:19][CH2:18][CH2:17][N:16]2[C:20]([C:22]2[CH:27]=[CH:26][C:25](Br)=[CH:24][CH:23]=2)=[O:21])[CH2:13][CH2:12][CH2:11][CH2:10]1, predict the reaction product. The product is: [N:9]1([CH2:14][C@@H:15]2[CH2:19][CH2:18][CH2:17][N:16]2[C:20]([C:22]2[CH:23]=[CH:24][C:25]([C:3]3[CH:4]=[CH:5][S:1][CH:2]=3)=[CH:26][CH:27]=2)=[O:21])[CH2:10][CH2:11][CH2:12][CH2:13]1.